The task is: Predict which catalyst facilitates the given reaction.. This data is from Catalyst prediction with 721,799 reactions and 888 catalyst types from USPTO. (1) Reactant: [CH2:1]([C@H:8]([NH:32][C:33](=[O:43])[O:34][C@@H:35]1[C@H:42]2[C@H:38]([O:39][CH2:40][CH2:41]2)[O:37][CH2:36]1)[C@H:9]([OH:31])[CH2:10][N:11]([O:24][CH:25]1[CH2:30][CH2:29][CH2:28][CH2:27][CH2:26]1)[S:12]([C:15]1[CH:20]=[CH:19][C:18]([N+:21]([O-])=O)=[CH:17][CH:16]=1)(=[O:14])=[O:13])[C:2]1[CH:7]=[CH:6][CH:5]=[CH:4][CH:3]=1.C(O)C. Product: [NH2:21][C:18]1[CH:19]=[CH:20][C:15]([S:12]([N:11]([O:24][CH:25]2[CH2:26][CH2:27][CH2:28][CH2:29][CH2:30]2)[CH2:10][C@@H:9]([OH:31])[C@@H:8]([NH:32][C:33](=[O:43])[O:34][C@@H:35]2[C@H:42]3[C@H:38]([O:39][CH2:40][CH2:41]3)[O:37][CH2:36]2)[CH2:1][C:2]2[CH:3]=[CH:4][CH:5]=[CH:6][CH:7]=2)(=[O:14])=[O:13])=[CH:16][CH:17]=1. The catalyst class is: 153. (2) Reactant: [CH2:1]([N:5]1[C:14]([CH2:15][NH:16]C(=O)OC(C)(C)C)=[C:13]([C:24]2[CH:29]=[CH:28][CH:27]=[CH:26][CH:25]=2)[C:12]2[C:7](=[CH:8][CH:9]=[C:10]([C:30]3[N:31]=[N:32][NH:33][N:34]=3)[CH:11]=2)[C:6]1=[O:35])[CH:2]([CH3:4])[CH3:3].[ClH:36]. Product: [ClH:36].[NH2:16][CH2:15][C:14]1[N:5]([CH2:1][CH:2]([CH3:4])[CH3:3])[C:6](=[O:35])[C:7]2[C:12]([C:13]=1[C:24]1[CH:25]=[CH:26][CH:27]=[CH:28][CH:29]=1)=[CH:11][C:10]([C:30]1[N:31]=[N:32][NH:33][N:34]=1)=[CH:9][CH:8]=2. The catalyst class is: 54. (3) Reactant: COC1C=C(C=C([N+]([O-])=O)C=1OC)C(Cl)=NC.N1NN=NC=1[C:23]1[C:24]([C:29]([F:32])([F:31])[F:30])=[N:25][CH:26]=[CH:27][CH:28]=1. Product: [F:30][C:29]([F:32])([F:31])[C:24]1[CH:23]=[CH:28][CH:27]=[CH:26][N:25]=1. The catalyst class is: 17. (4) Reactant: [CH2:1]([C:3]1[CH:8]=[CH:7][C:6]([OH:9])=[C:5]([O:10][C:11]2[CH:16]=[CH:15][CH:14]=[CH:13][CH:12]=2)[CH:4]=1)[CH3:2].[CH3:17][O:18][C:19](=[O:39])[CH2:20][CH2:21][C:22]1[CH:27]=[CH:26][C:25]([O:28][CH2:29][CH2:30][C@@H:31](OS(C)(=O)=O)[CH3:32])=[CH:24][C:23]=1[CH3:38].C([O-])([O-])=O.[Cs+].[Cs+].Cl. Product: [CH3:17][O:18][C:19](=[O:39])[CH2:20][CH2:21][C:22]1[CH:27]=[CH:26][C:25]([O:28][CH2:29][CH2:30][C@H:31]([O:9][C:6]2[CH:7]=[CH:8][C:3]([CH2:1][CH3:2])=[CH:4][C:5]=2[O:10][C:11]2[CH:16]=[CH:15][CH:14]=[CH:13][CH:12]=2)[CH3:32])=[CH:24][C:23]=1[CH3:38]. The catalyst class is: 18. (5) Reactant: [Br:1][C:2]1[CH:3]=[C:4]([C:9]2[O:13][N:12]=[CH:11][C:10]=2[CH2:14][CH2:15][C:16](OC)=[O:17])[CH:5]=[CH:6][C:7]=1[F:8].[H-].C([Al+]CC(C)C)C(C)C.Cl. Product: [Br:1][C:2]1[CH:3]=[C:4]([C:9]2[O:13][N:12]=[CH:11][C:10]=2[CH2:14][CH2:15][CH2:16][OH:17])[CH:5]=[CH:6][C:7]=1[F:8]. The catalyst class is: 7. (6) Reactant: [CH2:1]1[C:4]2([CH2:7][CH2:6][CH2:5]2)[CH2:3][C:2]1([C:14]([O:16]C(C)C)=[O:15])[C:8]([O:10]C(C)C)=[O:9].[OH-].[Na+]. Product: [CH2:1]1[C:4]2([CH2:5][CH2:6][CH2:7]2)[CH2:3][C:2]1([C:14]([OH:16])=[O:15])[C:8]([OH:10])=[O:9]. The catalyst class is: 5. (7) Reactant: [Br:1][C:2]1[CH:7]=[CH:6][C:5]([C:8]([OH:11])([CH3:10])[CH3:9])=[C:4]([Cl:12])[CH:3]=1.[H-].[Na+].[CH3:15]I.O. Product: [Br:1][C:2]1[CH:7]=[CH:6][C:5]([C:8]([O:11][CH3:15])([CH3:10])[CH3:9])=[C:4]([Cl:12])[CH:3]=1. The catalyst class is: 3. (8) Reactant: [CH:1]1([CH2:4][O:5][C:6]2[N:11]=[N:10][C:9]([C:12]([O:14]CC3CC3)=[O:13])=[CH:8][CH:7]=2)[CH2:3][CH2:2]1.C1COCC1.[OH-].[Li+].Cl. Product: [CH:1]1([CH2:4][O:5][C:6]2[N:11]=[N:10][C:9]([C:12]([OH:14])=[O:13])=[CH:8][CH:7]=2)[CH2:2][CH2:3]1. The catalyst class is: 5.